From a dataset of Catalyst prediction with 721,799 reactions and 888 catalyst types from USPTO. Predict which catalyst facilitates the given reaction. (1) Reactant: [OH:1][C:2]1[CH:7]=[CH:6][C:5]([C:8](=[O:10])[CH3:9])=[CH:4][CH:3]=1.[OH-].[K+].Br[CH2:14][CH2:15][CH2:16][CH2:17][CH2:18][CH2:19][CH2:20][CH3:21]. Product: [CH2:14]([O:1][C:2]1[CH:7]=[CH:6][C:5]([C:8](=[O:10])[CH3:9])=[CH:4][CH:3]=1)[CH2:15][CH2:16][CH2:17][CH2:18][CH2:19][CH2:20][CH3:21]. The catalyst class is: 16. (2) Reactant: [H-].[Al+3].[Li+].[H-].[H-].[H-].[C:7]([O:11][C:12]([N:14]([C:25]([O:27][C:28]([CH3:31])([CH3:30])[CH3:29])=[O:26])[C:15]1[CH:24]=[CH:23][C:18]([C:19](OC)=[O:20])=[CH:17][N:16]=1)=[O:13])([CH3:10])([CH3:9])[CH3:8]. Product: [OH:20][CH2:19][C:18]1[CH:23]=[CH:24][C:15]([N:14]([C:25]([O:27][C:28]([CH3:31])([CH3:30])[CH3:29])=[O:26])[C:12]([O:11][C:7]([CH3:10])([CH3:9])[CH3:8])=[O:13])=[N:16][CH:17]=1. The catalyst class is: 7.